From a dataset of Catalyst prediction with 721,799 reactions and 888 catalyst types from USPTO. Predict which catalyst facilitates the given reaction. Reactant: [C:1]([C:5]1[C:6]([O:37][CH3:38])=[C:7](/[CH:21]=[CH:22]/[C:23]2[CH:28]=[CH:27][C:26]([NH:29][S:30]([CH3:33])(=[O:32])=[O:31])=[CH:25][C:24]=2[CH2:34]OC)[CH:8]=[C:9]([C:11]2[C:12]([O:19]C)=[N:13][C:14]([O:17][CH3:18])=[CH:15][CH:16]=2)[CH:10]=1)([CH3:4])([CH3:3])[CH3:2].[BrH:39].C([O-])(O)=O.[Na+]. Product: [Br:39][CH2:34][C:24]1[CH:25]=[C:26]([NH:29][S:30]([CH3:33])(=[O:31])=[O:32])[CH:27]=[CH:28][C:23]=1/[CH:22]=[CH:21]/[C:7]1[CH:8]=[C:9]([C:11]2[C:12](=[O:19])[NH:13][C:14]([O:17][CH3:18])=[CH:15][CH:16]=2)[CH:10]=[C:5]([C:1]([CH3:4])([CH3:2])[CH3:3])[C:6]=1[O:37][CH3:38]. The catalyst class is: 52.